From a dataset of Forward reaction prediction with 1.9M reactions from USPTO patents (1976-2016). Predict the product of the given reaction. (1) Given the reactants C[O:2][C:3]([C@H:5]1[CH2:9][CH2:8][CH2:7][N:6]1[C:10]([C:12]1[N:20]2[C:15]([CH2:16][O:17][CH2:18][CH2:19]2)=[C:14]([C:21](=[O:32])[NH:22][C@@H:23]([C:26]2[CH:31]=[CH:30][CH:29]=[CH:28][CH:27]=2)[CH2:24][CH3:25])[CH:13]=1)=[O:11])=[O:4].COC(C1CCCN1C(C1N2C(COCC2)=C(C(=O)N[C@@H](C2C=CC=CC=2)CC)C=1)=O)=O.[OH-].[Na+].Cl, predict the reaction product. The product is: [C:26]1([C@H:23]([NH:22][C:21]([C:14]2[CH:13]=[C:12]([C:10]([N:6]3[CH2:7][CH2:8][CH2:9][C@@H:5]3[C:3]([OH:4])=[O:2])=[O:11])[N:20]3[CH2:19][CH2:18][O:17][CH2:16][C:15]=23)=[O:32])[CH2:24][CH3:25])[CH:31]=[CH:30][CH:29]=[CH:28][CH:27]=1. (2) Given the reactants [NH2:1][C@H:2]1[CH2:6][N:5]([C:7]([O-:9])=[O:8])[C@@H:4]([CH:10]([CH3:12])[CH3:11])[CH2:3]1.[C:13](Cl)(=[O:29])[O:14][CH2:15][CH:16]1[C:28]2[CH:27]=[CH:26][CH:25]=[CH:24][C:23]=2[C:22]2[C:17]1=[CH:18][CH:19]=[CH:20][CH:21]=2.C(=O)([O-])[O-].[K+].[K+], predict the reaction product. The product is: [CH:27]1[C:28]2[CH:16]([CH2:15][O:14][C:13]([NH:1][C@H:2]3[CH2:6][N:5]([C:7]([O:9][C:10]([CH3:12])([CH3:11])[CH3:4])=[O:8])[C@@H:4]([CH:10]([CH3:12])[CH3:11])[CH2:3]3)=[O:29])[C:17]3[C:22](=[CH:21][CH:20]=[CH:19][CH:18]=3)[C:23]=2[CH:24]=[CH:25][CH:26]=1.